This data is from Catalyst prediction with 721,799 reactions and 888 catalyst types from USPTO. The task is: Predict which catalyst facilitates the given reaction. Reactant: C(=O)([O-])[O-].[K+].[K+].C([O:10][CH:11]1[CH2:15][CH2:14][N:13]([C:16](=[O:18])[CH3:17])[CH:12]1[C:19]1[C:20]([O:34][C:35]2[CH:40]=[CH:39][C:38]([S:41]([CH3:44])(=[O:43])=[O:42])=[CH:37][CH:36]=2)=[CH:21][C:22]2[N:26]=[C:25]([C:27]3[CH:32]=[CH:31][CH:30]=[CH:29][N:28]=3)[NH:24][C:23]=2[CH:33]=1)(=O)C. Product: [C:16]([N:13]1[CH2:14][CH2:15][CH:11]([OH:10])[CH:12]1[C:19]1[C:20]([O:34][C:35]2[CH:36]=[CH:37][C:38]([S:41]([CH3:44])(=[O:42])=[O:43])=[CH:39][CH:40]=2)=[CH:21][C:22]2[N:26]=[C:25]([C:27]3[CH:32]=[CH:31][CH:30]=[CH:29][N:28]=3)[NH:24][C:23]=2[CH:33]=1)(=[O:18])[CH3:17]. The catalyst class is: 5.